From a dataset of Peptide-MHC class II binding affinity with 134,281 pairs from IEDB. Regression. Given a peptide amino acid sequence and an MHC pseudo amino acid sequence, predict their binding affinity value. This is MHC class II binding data. The peptide sequence is PTHRHLKGEACPLPH. The MHC is DRB1_0404 with pseudo-sequence DRB1_0404. The binding affinity (normalized) is 0.517.